From a dataset of Reaction yield outcomes from USPTO patents with 853,638 reactions. Predict the reaction yield, written as a fraction of the theoretical maximum amount of product (1.0 means a 100% yield; for example, 0.34 means a 34% yield). The reactants are [CH2:1]([C@@H:3]1[N:8]([C:9]2[CH:10]=[N:11][C:12]([N+:15]([O-])=O)=[CH:13][CH:14]=2)[CH2:7][CH2:6][N:5]([C:18]([O:20][C:21]([CH3:24])([CH3:23])[CH3:22])=[O:19])[CH2:4]1)[CH3:2]. The catalyst is [Pd].CO. The product is [NH2:15][C:12]1[N:11]=[CH:10][C:9]([N:8]2[CH2:7][CH2:6][N:5]([C:18]([O:20][C:21]([CH3:23])([CH3:22])[CH3:24])=[O:19])[CH2:4][C@@H:3]2[CH2:1][CH3:2])=[CH:14][CH:13]=1. The yield is 0.890.